Dataset: NCI-60 drug combinations with 297,098 pairs across 59 cell lines. Task: Regression. Given two drug SMILES strings and cell line genomic features, predict the synergy score measuring deviation from expected non-interaction effect. (1) Drug 1: C1=NC2=C(N=C(N=C2N1C3C(C(C(O3)CO)O)F)Cl)N. Drug 2: CC(C)(C#N)C1=CC(=CC(=C1)CN2C=NC=N2)C(C)(C)C#N. Cell line: HT29. Synergy scores: CSS=-4.85, Synergy_ZIP=0.797, Synergy_Bliss=-3.39, Synergy_Loewe=-4.71, Synergy_HSA=-6.15. (2) Drug 1: COC1=CC(=CC(=C1O)OC)C2C3C(COC3=O)C(C4=CC5=C(C=C24)OCO5)OC6C(C(C7C(O6)COC(O7)C8=CC=CS8)O)O. Drug 2: C1=C(C(=O)NC(=O)N1)F. Cell line: HL-60(TB). Synergy scores: CSS=91.1, Synergy_ZIP=6.99, Synergy_Bliss=6.85, Synergy_Loewe=11.9, Synergy_HSA=13.7.